Task: Binary Classification. Given a drug SMILES string, predict its activity (active/inactive) in a high-throughput screening assay against a specified biological target.. Dataset: Choline transporter screen with 302,306 compounds (1) The drug is S(=O)(=O)(Nc1c(OC)ccc([N+]([O-])=O)c1)c1cc(ccc1)C(O)=O. The result is 0 (inactive). (2) The molecule is Brc1ccc(OCCCCN2CCCCC2)cc1. The result is 0 (inactive). (3) The drug is S=C(N1N=C(/C(=N\Nc2c(C(=O)N3CCOCC3)cccc2)C1=O)c1ccccc1)N. The result is 0 (inactive). (4) The drug is s1c2c(CCN(C2)Cc2ccccc2)c2c1NC(NC2=O)c1occc1. The result is 0 (inactive). (5) The compound is S(c1n(nnn1)c1cc(OC)c(OC)cc1)CC(=O)NCc1occc1. The result is 0 (inactive). (6) The molecule is O=C(NC(c1cc(c(cc1)C)C)C)C1CCCC1. The result is 1 (active). (7) The drug is O1C(C(OC)C(O)C(O)C1Oc1cc(c(cc1)c1cc(OC)ccc1)C(=O)NCc1ccccc1)(C)C. The result is 0 (inactive). (8) The drug is O=c1n(nnc2c1cccc2)Cc1cc2c(cc1)cccc2. The result is 0 (inactive). (9) The molecule is s1c(nnc1NC(=O)C(C)C)c1c(OC)cc(OC)cc1. The result is 0 (inactive). (10) The molecule is O1C=2CC(CC(=O)C2C(C(=C1N)C#N)c1cc([N+]([O-])=O)c(O)c(OC)c1)(C)C. The result is 0 (inactive).